Dataset: Reaction yield outcomes from USPTO patents with 853,638 reactions. Task: Predict the reaction yield, written as a fraction of the theoretical maximum amount of product (1.0 means a 100% yield; for example, 0.34 means a 34% yield). (1) The reactants are ClCCl.F[C:5](F)(F)[C:6]([OH:8])=O.C([NH:19][C@@H:20]([CH2:37][C:38]1[N:39]=[CH:40][NH:41][CH:42]=1)[C:21]([NH:23][C@@H:24]([CH2:28][C:29]1[CH:34]=[CH:33][C:32]([O:35][CH3:36])=[CH:31][CH:30]=1)[C:25]([OH:27])=O)=[O:22])(=O)C1C=CC=CC=1.CN(C(ON1N=N[C:53]2[CH:54]=C[CH:56]=[CH:57][C:52]1=2)=[N+](C)C)C.[B-](F)(F)(F)F.FC(F)(F)C(O)=O.[CH:72]1([C:78]2([OH:82])[CH2:81][NH:80][CH2:79]2)[CH2:77][CH2:76][CH2:75][CH2:74][CH2:73]1.C(=O)([O-])O.[K+]. The catalyst is CN(C=O)C.CCN(C(C)C)C(C)C.C(Cl)Cl. The product is [CH:72]1([C:78]2([OH:82])[CH2:81][N:80]([C:25](=[O:27])[C@@H:24]([NH:23][C:21]([C@@H:20]([NH:19][C:6](=[O:8])[C:5]3[CH:56]=[CH:57][CH:52]=[CH:53][CH:54]=3)[CH2:37][C:38]3[N:39]=[CH:40][NH:41][CH:42]=3)=[O:22])[CH2:28][C:29]3[CH:30]=[CH:31][C:32]([O:35][CH3:36])=[CH:33][CH:34]=3)[CH2:79]2)[CH2:73][CH2:74][CH2:75][CH2:76][CH2:77]1. The yield is 0.320. (2) The reactants are [I:1][C:2]1[C:3](=[O:10])[CH2:4][C:5]([CH3:9])([CH3:8])[CH2:6][CH:7]=1.[CH2:11](O)[CH2:12][OH:13].O.C1(C)C=CC(S(O)(=O)=O)=CC=1. The catalyst is C1C=CC=CC=1. The product is [I:1][C:2]1[C:3]2([CH2:4][C:5]([CH3:9])([CH3:8])[CH2:6][CH:7]=1)[O:13][CH2:12][CH2:11][O:10]2. The yield is 0.460. (3) The reactants are [CH3:1][N:2]([CH3:25])[C:3]1[CH:4]=[C:5]([CH:10]2[C:19]([CH3:21])([CH3:20])[CH2:18][C:17]3[C:12](=[CH:13][CH:14]=[C:15]([C:22]([OH:24])=O)[CH:16]=3)[NH:11]2)[CH:6]=[C:7]([F:9])[CH:8]=1.Cl.CN(C)CCCN=C=NCC.[CH3:38][S:39]([NH2:42])(=[O:41])=[O:40]. The catalyst is CN(C)C1C=CN=CC=1.ClCCl. The product is [CH3:25][N:2]([CH3:1])[C:3]1[CH:4]=[C:5]([CH:10]2[C:19]([CH3:21])([CH3:20])[CH2:18][C:17]3[C:12](=[CH:13][CH:14]=[C:15]([C:22]([NH:42][S:39]([CH3:38])(=[O:41])=[O:40])=[O:24])[CH:16]=3)[NH:11]2)[CH:6]=[C:7]([F:9])[CH:8]=1. The yield is 0.420. (4) The reactants are [F:1][C:2]([F:16])([F:15])[C:3]1[CH:4]=[C:5]([CH:8]=[C:9]([C:11]([F:14])([F:13])[F:12])[CH:10]=1)[CH2:6][NH2:7].[C:17](=N)([C:24]1[CH:29]=[CH:28][CH:27]=[CH:26][CH:25]=1)[C:18]1[CH:23]=[CH:22][CH:21]=[CH:20][CH:19]=1. The catalyst is C(OC(C)C)(C)C. The product is [C:17](=[N:7][CH2:6][C:5]1[CH:4]=[C:3]([C:2]([F:15])([F:16])[F:1])[CH:10]=[C:9]([C:11]([F:14])([F:12])[F:13])[CH:8]=1)([C:18]1[CH:23]=[CH:22][CH:21]=[CH:20][CH:19]=1)[C:24]1[CH:29]=[CH:28][CH:27]=[CH:26][CH:25]=1. The yield is 0.920. (5) The reactants are Br[C:2]1[CH:11]=[N:10][C:9]2[C:8]([N:12]3[CH2:17][CH2:16][O:15][CH2:14][CH2:13]3)=[N:7][C:6]([Cl:18])=[N:5][C:4]=2[CH:3]=1.[NH2:19][C:20]1[CH:21]=[C:22](B(O)O)[CH:23]=[CH:24][CH:25]=1.C(=O)([O-])[O-].[Na+].[Na+].C(O)C. The catalyst is Cl[Pd](Cl)([P](C1C=CC=CC=1)(C1C=CC=CC=1)C1C=CC=CC=1)[P](C1C=CC=CC=1)(C1C=CC=CC=1)C1C=CC=CC=1.O. The product is [Cl:18][C:6]1[N:7]=[C:8]([N:12]2[CH2:17][CH2:16][O:15][CH2:14][CH2:13]2)[C:9]2[N:10]=[CH:11][C:2]([C:24]3[CH:25]=[C:20]([CH:21]=[CH:22][CH:23]=3)[NH2:19])=[CH:3][C:4]=2[N:5]=1. The yield is 0.700. (6) The product is [N+:16]([C:13]1[CH:14]=[CH:15][C:10]([N:8]2[CH:5]3[CH2:6][CH2:7][CH:2]2[CH2:3][CH2:4]3)=[CH:11][C:12]=1[C:19]([F:20])([F:21])[F:22])([O-:18])=[O:17]. The yield is 0.880. The catalyst is C(#N)C. The reactants are Cl.[CH:2]12[NH:8][CH:5]([CH2:6][CH2:7]1)[CH2:4][CH2:3]2.F[C:10]1[CH:15]=[CH:14][C:13]([N+:16]([O-:18])=[O:17])=[C:12]([C:19]([F:22])([F:21])[F:20])[CH:11]=1.C(N(CC)CC)C. (7) The reactants are [CH:1]1([C:4]([N:6]2[CH2:10][CH2:9][C@@H:8]([CH2:11][C:12]([NH:14][NH2:15])=[O:13])[CH2:7]2)=[O:5])[CH2:3][CH2:2]1.[Br:16][C:17]1[CH:22]=[CH:21][C:20]([N:23]=[C:24]=[O:25])=[C:19]([CH3:26])[CH:18]=1. The catalyst is ClCCl. The product is [Br:16][C:17]1[CH:22]=[CH:21][C:20]([NH:23][C:24]([NH:15][NH:14][C:12](=[O:13])[CH2:11][C@@H:8]2[CH2:9][CH2:10][N:6]([C:4]([CH:1]3[CH2:3][CH2:2]3)=[O:5])[CH2:7]2)=[O:25])=[C:19]([CH3:26])[CH:18]=1. The yield is 0.960.